From a dataset of Peptide-MHC class I binding affinity with 185,985 pairs from IEDB/IMGT. Regression. Given a peptide amino acid sequence and an MHC pseudo amino acid sequence, predict their binding affinity value. This is MHC class I binding data. (1) The peptide sequence is KMLMTGTLAV. The MHC is HLA-A02:17 with pseudo-sequence HLA-A02:17. The binding affinity (normalized) is 0.436. (2) The peptide sequence is EMVDELVTRK. The MHC is HLA-A68:01 with pseudo-sequence HLA-A68:01. The binding affinity (normalized) is 0.344. (3) The peptide sequence is IMTSYQYLII. The MHC is HLA-A02:01 with pseudo-sequence HLA-A02:01. The binding affinity (normalized) is 0.362. (4) The peptide sequence is KRLRLIHLLHQTI. The MHC is HLA-B27:05 with pseudo-sequence HLA-B27:05. The binding affinity (normalized) is 0.803. (5) The peptide sequence is KLKSVGKAY. The MHC is HLA-B39:01 with pseudo-sequence HLA-B39:01. The binding affinity (normalized) is 0.0847. (6) The peptide sequence is ILNGGLGNA. The MHC is HLA-A02:16 with pseudo-sequence HLA-A02:16. The binding affinity (normalized) is 0.549. (7) The peptide sequence is ASCMGLIY. The MHC is HLA-B07:02 with pseudo-sequence HLA-B07:02. The binding affinity (normalized) is 0.00768.